Dataset: Reaction yield outcomes from USPTO patents with 853,638 reactions. Task: Predict the reaction yield, written as a fraction of the theoretical maximum amount of product (1.0 means a 100% yield; for example, 0.34 means a 34% yield). (1) The yield is 0.220. No catalyst specified. The reactants are [N:1]1[CH:6]=[CH:5][C:4]([CH:7]([CH:19]2[CH2:24][CH2:23][NH:22][CH2:21][CH2:20]2)[O:8][C:9]([NH:11][C:12]2[C:13]([NH2:18])=[CH:14][CH:15]=[CH:16][CH:17]=2)=[O:10])=[CH:3][CH:2]=1.[Cl:25][C:26]1[O:30][C:29]([C:31](O)=[O:32])=[CH:28][CH:27]=1. The product is [ClH:25].[Cl:25][C:26]1[O:30][C:29]([C:31]([NH:18][C:13]2[C:12]([NH:11][C:9]([O:8][CH:7]([CH:19]3[CH2:24][CH2:23][NH:22][CH2:21][CH2:20]3)[C:4]3[CH:5]=[CH:6][N:1]=[CH:2][CH:3]=3)=[O:10])=[CH:17][CH:16]=[CH:15][CH:14]=2)=[O:32])=[CH:28][CH:27]=1. (2) The reactants are Cl[C:2]1[CH:7]=[C:6]([CH:8]([CH3:14])[C:9]([O:11][CH2:12][CH3:13])=[O:10])[CH:5]=[CH:4][N:3]=1.C([NH:19][C:20](=[O:22])[O-:21])(C)(C)C.[C:23](=O)([O-])[O-].[Cs+].[Cs+].[CH2:29]1[CH2:33]OC[CH2:30]1. The catalyst is C1C=CC(/C=C/C(/C=C/C2C=CC=CC=2)=O)=CC=1.C1C=CC(/C=C/C(/C=C/C2C=CC=CC=2)=O)=CC=1.C1C=CC(/C=C/C(/C=C/C2C=CC=CC=2)=O)=CC=1.[Pd].[Pd].CC1(C)C2C(=C(P(C3C=CC=CC=3)C3C=CC=CC=3)C=CC=2)OC2C(P(C3C=CC=CC=3)C3C=CC=CC=3)=CC=CC1=2. The product is [C:29]([O:21][C:20]([NH:19][C:2]1[CH:7]=[C:6]([CH:8]([CH3:14])[C:9]([O:11][CH2:12][CH3:13])=[O:10])[CH:5]=[CH:4][N:3]=1)=[O:22])([CH3:30])([CH3:33])[CH3:23]. The yield is 0.610. (3) The reactants are Cl[C:2]1[C:7]([C:8]#[N:9])=[C:6]([C:10]2[CH:15]=[CH:14][CH:13]=[C:12]([O:16][CH3:17])[C:11]=2[F:18])[N:5]=[C:4]([S:19][CH3:20])[N:3]=1.[SH:21][CH2:22][C:23]([NH2:25])=[O:24].C(=O)([O-])[O-].[Na+].[Na+]. The catalyst is CCO. The product is [C:8]([C:7]1[C:2]([S:21][CH2:22][C:23]([NH2:25])=[O:24])=[N:3][C:4]([S:19][CH3:20])=[N:5][C:6]=1[C:10]1[CH:15]=[CH:14][CH:13]=[C:12]([O:16][CH3:17])[C:11]=1[F:18])#[N:9]. The yield is 0.910. (4) The reactants are [N:1]1[CH:6]=[CH:5][CH:4]=[C:3]([CH2:7][CH2:8][C:9]([OH:11])=[O:10])[CH:2]=1.[CH:12](N=C=NC(C)C)(C)C.C([O-])(O)=O.[Na+]. The catalyst is C(Cl)Cl.CO.CN(C1C=CN=CC=1)C. The product is [N:1]1[CH:6]=[CH:5][CH:4]=[C:3]([CH2:7][CH2:8][C:9]([O:11][CH3:12])=[O:10])[CH:2]=1. The yield is 0.990.